From a dataset of Peptide-MHC class I binding affinity with 185,985 pairs from IEDB/IMGT. Regression. Given a peptide amino acid sequence and an MHC pseudo amino acid sequence, predict their binding affinity value. This is MHC class I binding data. (1) The peptide sequence is ILNSDDEQA. The MHC is HLA-B51:01 with pseudo-sequence HLA-B51:01. The binding affinity (normalized) is 0.0847. (2) The peptide sequence is IPFLTKFKL. The MHC is HLA-B53:01 with pseudo-sequence HLA-B53:01. The binding affinity (normalized) is 0.412.